This data is from Catalyst prediction with 721,799 reactions and 888 catalyst types from USPTO. The task is: Predict which catalyst facilitates the given reaction. (1) Reactant: [Br:1][C:2]1[CH:11]=[C:10]2[C:5]([CH:6]=[C:7]([OH:12])[N:8]=[CH:9]2)=[N:4][CH:3]=1.[F:13][C:14]1[CH:15]=[C:16]([CH:19]=[CH:20][CH:21]=1)[CH2:17]Br.C(=O)([O-])[O-].[Cs+].[Cs+]. The catalyst class is: 9. Product: [Br:1][C:2]1[CH:3]=[N:4][C:5]2[C:10]([CH:11]=1)=[CH:9][N:8]([CH2:17][C:16]1[CH:19]=[CH:20][CH:21]=[C:14]([F:13])[CH:15]=1)[C:7](=[O:12])[CH:6]=2. (2) Reactant: [F:1][C:2]1[CH:7]=[CH:6][CH:5]=[CH:4][C:3]=1[N:8]1[C:12]([C:13]2[N:14]=[CH:15][NH:16][CH:17]=2)=[C:11]([CH3:18])[N:10]=[N:9]1.F[C:20]1[CH:29]=[CH:28][C:23]([C:24]([O:26][CH3:27])=[O:25])=[CH:22][CH:21]=1.C(=O)([O-])[O-].[K+].[K+].O. Product: [F:1][C:2]1[CH:7]=[CH:6][CH:5]=[CH:4][C:3]=1[N:8]1[C:12]([C:13]2[N:14]=[CH:15][N:16]([C:20]3[CH:29]=[CH:28][C:23]([C:24]([O:26][CH3:27])=[O:25])=[CH:22][CH:21]=3)[CH:17]=2)=[C:11]([CH3:18])[N:10]=[N:9]1. The catalyst class is: 3. (3) Product: [CH2:1]([O:8][C:9]1[C:18]([Br:19])=[CH:17][CH:16]=[C:15]2[C:10]=1[C:11]([C:21]([F:24])([F:22])[F:23])=[CH:12][C:13]([O:20][CH:27]([CH3:29])[CH3:28])=[N:14]2)[C:2]1[CH:7]=[CH:6][CH:5]=[CH:4][CH:3]=1. The catalyst class is: 3. Reactant: [CH2:1]([O:8][C:9]1[C:18]([Br:19])=[CH:17][CH:16]=[C:15]2[C:10]=1[C:11]([C:21]([F:24])([F:23])[F:22])=[CH:12][C:13](=[O:20])[NH:14]2)[C:2]1[CH:7]=[CH:6][CH:5]=[CH:4][CH:3]=1.[F-].[Cs+].[CH:27](I)([CH3:29])[CH3:28]. (4) The catalyst class is: 121. Product: [Cl:1][C:2]1[CH:3]=[C:4]([CH:7]=[C:8]([O:12][CH3:11])[CH:9]=1)[C:5]#[N:6]. Reactant: [Cl:1][C:2]1[CH:3]=[C:4]([CH:7]=[C:8](Cl)[CH:9]=1)[C:5]#[N:6].[CH3:11][O-:12].[Na+].